Dataset: Full USPTO retrosynthesis dataset with 1.9M reactions from patents (1976-2016). Task: Predict the reactants needed to synthesize the given product. (1) Given the product [CH3:17][O:7][C:6](=[O:8])[C:5]1[C:4]([F:12])=[CH:3][C:2]([Br:1])=[CH:10][C:9]=1[F:11], predict the reactants needed to synthesize it. The reactants are: [Br:1][C:2]1[CH:10]=[C:9]([F:11])[C:5]([C:6]([OH:8])=[O:7])=[C:4]([F:12])[CH:3]=1.S(Cl)(Cl)=O.[CH3:17]N(C=O)C.Cl. (2) Given the product [C:10]([O:9][C:7]([NH:1][CH2:2][CH2:3][C:4]([O:6][C:37]1[C:38]2[C:43](=[CH:42][CH:41]=[CH:40][CH:39]=2)[C:34]([O:33][C:29](=[O:32])[CH2:30][CH3:31])=[C:35]([CH2:46]/[CH:47]=[C:48](\[CH3:80])/[CH2:49][CH2:50]/[CH:51]=[C:52](\[CH3:79])/[CH2:53][CH2:54]/[CH:55]=[C:56](\[CH3:78])/[CH2:57][CH2:58]/[CH:59]=[C:60](\[CH3:77])/[CH2:61][CH2:62]/[CH:63]=[C:64](\[CH3:76])/[CH2:65][CH2:66]/[CH:67]=[C:68](\[CH3:75])/[CH2:69][CH2:70][CH:71]=[C:72]([CH3:74])[CH3:73])[C:36]=1[CH3:45])=[O:5])=[O:8])([CH3:13])([CH3:12])[CH3:11], predict the reactants needed to synthesize it. The reactants are: [NH:1]([C:7]([O:9][C:10]([CH3:13])([CH3:12])[CH3:11])=[O:8])[CH2:2][CH2:3][C:4]([OH:6])=[O:5].C1CCC(N=C=NC2CCCCC2)CC1.[C:29]([O:33][C:34]1[C:43]2[C:38](=[CH:39][CH:40]=[CH:41][CH:42]=2)[C:37](O)=[C:36]([CH3:45])[C:35]=1[CH2:46]/[CH:47]=[C:48](\[CH3:80])/[CH2:49][CH2:50]/[CH:51]=[C:52](\[CH3:79])/[CH2:53][CH2:54]/[CH:55]=[C:56](\[CH3:78])/[CH2:57][CH2:58]/[CH:59]=[C:60](\[CH3:77])/[CH2:61][CH2:62]/[CH:63]=[C:64](\[CH3:76])/[CH2:65][CH2:66]/[CH:67]=[C:68](\[CH3:75])/[CH2:69][CH2:70][CH:71]=[C:72]([CH3:74])[CH3:73])(=[O:32])[CH2:30][CH3:31]. (3) Given the product [CH:37]1([CH2:39][C:6]([NH:7][C:8]([CH3:10])([CH3:9])[C:11]([NH:12][C:13]2[S:14][C:15]([N:25]3[CH2:30][CH2:29][O:28][CH2:27][CH2:26]3)=[C:16]([C:18]3[CH:19]=[CH:20][C:21]([F:24])=[CH:22][CH:23]=3)[N:17]=2)=[O:31])=[O:5])[CH2:19][CH2:18][CH2:16][CH2:15]1, predict the reactants needed to synthesize it. The reactants are: C([O:5][C:6](=O)[NH:7][C:8]([C:11](=[O:31])[NH:12][C:13]1[S:14][C:15]([N:25]2[CH2:30][CH2:29][O:28][CH2:27][CH2:26]2)=[C:16]([C:18]2[CH:23]=[CH:22][C:21]([F:24])=[CH:20][CH:19]=2)[N:17]=1)([CH3:10])[CH3:9])(C)(C)C.Cl.CCO[C:37]([CH3:39])=O. (4) Given the product [CH3:41][O:40][NH:39][C:38]([C:12]1[C:13](=[O:37])[C:14]2[CH:19]=[N:18][C:17]([NH:20][C:21]3[CH:22]=[CH:23][C:24]([CH:27]4[CH2:32][CH2:31][N:30]([CH2:33][C:34]([NH:47][S:44]([CH3:43])(=[O:46])=[O:45])=[O:35])[CH2:29][CH2:28]4)=[CH:25][CH:26]=3)=[N:16][C:15]=2[N:10]([C:6]2[CH:5]=[C:4]3[C:9](=[CH:8][CH:7]=2)[CH2:1][CH2:2][CH2:3]3)[CH:11]=1)=[O:42], predict the reactants needed to synthesize it. The reactants are: [CH2:1]1[C:9]2[C:4](=[CH:5][C:6]([N:10]3[C:15]4[N:16]=[C:17]([NH:20][C:21]5[CH:26]=[CH:25][C:24]([CH:27]6[CH2:32][CH2:31][N:30]([CH2:33][C:34](Cl)=[O:35])[CH2:29][CH2:28]6)=[CH:23][CH:22]=5)[N:18]=[CH:19][C:14]=4[C:13](=[O:37])[C:12]([C:38](=[O:42])[NH:39][O:40][CH3:41])=[CH:11]3)=[CH:7][CH:8]=2)[CH2:3][CH2:2]1.[CH3:43][S:44]([NH2:47])(=[O:46])=[O:45].C(N(CC)CC)C. (5) Given the product [F:35][C:3]([F:2])([F:34])[C:4]1[CH:5]=[C:6]([C@H:14]([O:16][C@H:17]2[CH2:22][CH2:21][N:20]([C:23](=[O:27])[CH2:24][CH2:25][NH:26][S:37]([CH3:36])(=[O:39])=[O:38])[CH2:19][C@H:18]2[C:28]2[CH:29]=[CH:30][CH:31]=[CH:32][CH:33]=2)[CH3:15])[CH:7]=[C:8]([C:10]([F:11])([F:12])[F:13])[CH:9]=1, predict the reactants needed to synthesize it. The reactants are: Cl.[F:2][C:3]([F:35])([F:34])[C:4]1[CH:5]=[C:6]([C@H:14]([O:16][C@H:17]2[CH2:22][CH2:21][N:20]([C:23](=[O:27])[CH2:24][CH2:25][NH2:26])[CH2:19][C@H:18]2[C:28]2[CH:33]=[CH:32][CH:31]=[CH:30][CH:29]=2)[CH3:15])[CH:7]=[C:8]([C:10]([F:13])([F:12])[F:11])[CH:9]=1.[CH3:36][S:37](Cl)(=[O:39])=[O:38]. (6) Given the product [F:12][C:11]([F:14])([F:13])[C:9]1[CH:10]=[C:2]([SH:28])[C:3](=[CH:7][CH:8]=1)[C:4]([OH:6])=[O:5], predict the reactants needed to synthesize it. The reactants are: N[C:2]1[CH:10]=[C:9]([C:11]([F:14])([F:13])[F:12])[CH:8]=[CH:7][C:3]=1[C:4]([OH:6])=[O:5].[OH-].[Na+].N([O-])=O.[Na+].Cl.C([O-])(=O)C.[K+].C(=S)(OCC)[S-:28].[K+]. (7) The reactants are: C([O:8][C:9]([C@@H:11]1[CH2:15][C@@H:14]([F:16])[CH2:13][N:12]1[C:17](=[O:31])[NH:18][C:19]1[C:27]2[C:22](=[CH:23][CH:24]=[CH:25][CH:26]=2)[N:21]([C:28](=[O:30])[NH2:29])[CH:20]=1)=[O:10])C1C=CC=CC=1. Given the product [C:28]([N:21]1[C:22]2[C:27](=[CH:26][CH:25]=[CH:24][CH:23]=2)[C:19]([NH:18][C:17]([N:12]2[CH2:13][C@H:14]([F:16])[CH2:15][C@H:11]2[C:9]([OH:10])=[O:8])=[O:31])=[CH:20]1)(=[O:30])[NH2:29], predict the reactants needed to synthesize it. (8) The reactants are: [NH2:1][C:2]1[S:3][C:4]([C:10]2[C:15]([F:16])=[CH:14][C:13]([C:17]([OH:20])([CH3:19])[CH3:18])=[CH:12][C:11]=2[F:21])=[CH:5][C:6]=1[C:7]([NH2:9])=[O:8].Br[C:23]1[N:28]=[C:27]([CH2:29][NH:30][CH:31]([CH3:36])[C:32]([CH3:35])([OH:34])[CH3:33])[CH:26]=[CH:25][CH:24]=1. Given the product [F:16][C:15]1[CH:14]=[C:13]([C:17]([OH:20])([CH3:18])[CH3:19])[CH:12]=[C:11]([F:21])[C:10]=1[C:4]1[S:3][C:2]([NH:1][C:23]2[CH:24]=[CH:25][CH:26]=[C:27]([CH2:29][NH:30][CH:31]([CH3:36])[C:32]([OH:34])([CH3:33])[CH3:35])[N:28]=2)=[C:6]([C:7]([NH2:9])=[O:8])[CH:5]=1, predict the reactants needed to synthesize it. (9) Given the product [CH3:1][O:2][C:3]1[CH:4]=[C:5]2[C:6]([NH:9][CH2:10][C:11](=[O:12])[NH:16]2)=[CH:7][CH:8]=1, predict the reactants needed to synthesize it. The reactants are: [CH3:1][O:2][C:3]1[CH:8]=[CH:7][C:6]([N:9]=[CH:10][C:11](OCC)=[O:12])=[C:5]([N+:16]([O-])=O)[CH:4]=1.[H][H]. (10) Given the product [N+:1]([C:4]1[CH:9]=[CH:8][CH:7]=[CH:6][C:5]=1[C:10](=[N:14][NH2:15])[CH3:11])([O-:3])=[O:2], predict the reactants needed to synthesize it. The reactants are: [N+:1]([C:4]1[CH:9]=[CH:8][CH:7]=[CH:6][C:5]=1[C:10](=O)[CH3:11])([O-:3])=[O:2].O.[NH2:14][NH2:15].O.